This data is from Forward reaction prediction with 1.9M reactions from USPTO patents (1976-2016). The task is: Predict the product of the given reaction. Given the reactants C(NC(C)C)(C)C.C([Li])CCC.[C:13]([O:16][C:17]([CH3:20])([CH3:19])[CH3:18])(=[O:15])[CH3:14].C[O:22][C:23](=O)[CH2:24][CH2:25][CH2:26][CH2:27][CH2:28][CH2:29][C:30]1[CH:39]=[CH:38][C:37]2[CH2:36][CH2:35][CH2:34][NH:33][C:32]=2[N:31]=1.C(=O)([O-])O.[Na+], predict the reaction product. The product is: [C:17]([O:16][C:13](=[O:15])[CH2:14][C:23](=[O:22])[CH2:24][CH2:25][CH2:26][CH2:27][CH2:28][CH2:29][C:30]1[CH:39]=[CH:38][C:37]2[CH2:36][CH2:35][CH2:34][NH:33][C:32]=2[N:31]=1)([CH3:20])([CH3:19])[CH3:18].